The task is: Predict the reactants needed to synthesize the given product.. This data is from Full USPTO retrosynthesis dataset with 1.9M reactions from patents (1976-2016). (1) Given the product [Cl:17][C:18]1[CH:19]=[CH:20][C:21]2[N:22]([C:24](/[CH:34]=[CH:9]/[C:10]([O:12][CH2:13][CH3:14])=[O:11])=[C:25]([C:27]3[CH:32]=[CH:31][C:30]([Cl:33])=[CH:29][CH:28]=3)[N:26]=2)[CH:23]=1, predict the reactants needed to synthesize it. The reactants are: C(OP([CH2:9][C:10]([O:12][CH2:13][CH3:14])=[O:11])(OCC)=O)C.[H-].[Na+].[Cl:17][C:18]1[CH:19]=[CH:20][C:21]2[N:22]([C:24]([CH:34]=O)=[C:25]([C:27]3[CH:32]=[CH:31][C:30]([Cl:33])=[CH:29][CH:28]=3)[N:26]=2)[CH:23]=1.O. (2) The reactants are: [H-].[Na+].[C:3]([O:7][C:8]([N:10]1[CH2:14][C@H:13]([OH:15])[CH2:12][C@@H:11]1[C@H:16]1[O:20][C:19]([CH3:22])([CH3:21])[N:18]([C:23](=[O:25])[CH3:24])[C@H:17]1[CH2:26][C:27]1[CH:32]=[C:31]([F:33])[CH:30]=[C:29]([F:34])[CH:28]=1)=[O:9])([CH3:6])([CH3:5])[CH3:4].Br[CH2:36][C:37]1[CH:42]=[CH:41][CH:40]=[C:39]([O:43][C:44]([F:47])([F:46])[F:45])[CH:38]=1. Given the product [C:3]([O:7][C:8]([N:10]1[CH2:14][C@H:13]([O:15][CH2:36][C:37]2[CH:42]=[CH:41][CH:40]=[C:39]([O:43][C:44]([F:45])([F:46])[F:47])[CH:38]=2)[CH2:12][C@@H:11]1[C@H:16]1[O:20][C:19]([CH3:21])([CH3:22])[N:18]([C:23](=[O:25])[CH3:24])[C@H:17]1[CH2:26][C:27]1[CH:28]=[C:29]([F:34])[CH:30]=[C:31]([F:33])[CH:32]=1)=[O:9])([CH3:4])([CH3:5])[CH3:6], predict the reactants needed to synthesize it. (3) Given the product [ClH:1].[ClH:1].[N:23]1[CH:22]=[CH:21][C:20]([N:17]2[CH2:18][CH2:19][C:12]3([CH2:13][CH2:14][NH:9][CH2:10][CH2:11]3)[CH2:15][CH2:16]2)=[CH:25][CH:24]=1, predict the reactants needed to synthesize it. The reactants are: [ClH:1].C(OC([N:9]1[CH2:14][CH2:13][C:12]2([CH2:19][CH2:18][N:17]([C:20]3[CH:25]=[CH:24][N:23]=[CH:22][CH:21]=3)[CH2:16][CH2:15]2)[CH2:11][CH2:10]1)=O)(C)(C)C. (4) Given the product [CH3:37][O:39][C:2]1[CH:28]=[CH:27][C:5]2[N:6]=[C:7]([C:9]3[C:10]([NH2:26])=[N:11][CH:12]=[C:13]([C:15]4[CH:16]=[N:17][N:18]([CH:20]5[CH2:25][CH2:24][NH:23][CH2:22][CH2:21]5)[CH:19]=4)[CH:14]=3)[S:8][C:4]=2[CH:3]=1, predict the reactants needed to synthesize it. The reactants are: F[C:2]1[CH:28]=[CH:27][C:5]2[N:6]=[C:7]([C:9]3[C:10]([NH2:26])=[N:11][CH:12]=[C:13]([C:15]4[CH:16]=[N:17][N:18]([CH:20]5[CH2:25][CH2:24][NH:23][CH2:22][CH2:21]5)[CH:19]=4)[CH:14]=3)[S:8][C:4]=2[CH:3]=1.ClC1SC2C=[C:37]([O:39]C)C=CC=2N=1. (5) The reactants are: [C:1]([O:4][CH2:5][C:6]([NH:28][C:29](=[O:31])[CH3:30])([CH2:23][O:24][C:25](=[O:27])[CH3:26])[CH2:7][CH2:8][C:9]1[CH:14]=[CH:13][C:12]([C:15]2[CH:20]=[CH:19][C:18]([OH:21])=[CH:17][C:16]=2[F:22])=[CH:11][CH:10]=1)(=[O:3])[CH3:2].[CH3:32][C:33]1[CH:38]=[CH:37][C:36](B(O)O)=[CH:35][CH:34]=1.N1C=CC=CC=1.C(O)(=O)CC(CC(O)=O)(C(O)=O)O. Given the product [C:25]([O:24][CH2:23][C:6]([NH:28][C:29](=[O:31])[CH3:30])([CH2:5][O:4][C:1](=[O:3])[CH3:2])[CH2:7][CH2:8][C:9]1[CH:14]=[CH:13][C:12]([C:15]2[CH:20]=[CH:19][C:18]([O:21][C:36]3[CH:37]=[CH:38][C:33]([CH3:32])=[CH:34][CH:35]=3)=[CH:17][C:16]=2[F:22])=[CH:11][CH:10]=1)(=[O:27])[CH3:26], predict the reactants needed to synthesize it. (6) Given the product [CH2:1]([NH:8][CH2:10][Si:11]([CH3:14])([CH3:13])[CH3:12])[C:2]1[CH:7]=[CH:6][CH:5]=[CH:4][CH:3]=1, predict the reactants needed to synthesize it. The reactants are: [CH2:1]([NH2:8])[C:2]1[CH:7]=[CH:6][CH:5]=[CH:4][CH:3]=1.Cl[CH2:10][Si:11]([CH3:14])([CH3:13])[CH3:12].